From a dataset of Reaction yield outcomes from USPTO patents with 853,638 reactions. Predict the reaction yield, written as a fraction of the theoretical maximum amount of product (1.0 means a 100% yield; for example, 0.34 means a 34% yield). (1) The reactants are [Si]([O:8][CH2:9][CH2:10][C:11]1([NH:14][C:15](=[O:21])[O:16][C:17]([CH3:20])([CH3:19])[CH3:18])[CH2:13][CH2:12]1)(C(C)(C)C)(C)C. The catalyst is C(Cl)Cl. The product is [OH:8][CH2:9][CH2:10][C:11]1([NH:14][C:15](=[O:21])[O:16][C:17]([CH3:19])([CH3:18])[CH3:20])[CH2:12][CH2:13]1. The yield is 0.600. (2) The reactants are O=[C:2]([CH2:6][C:7]1[CH:12]=[CH:11][CH:10]=[CH:9][CH:8]=1)[CH2:3][C:4]#[N:5].O.[NH2:14][NH2:15]. The catalyst is CCO. The product is [CH2:6]([C:2]1[CH:3]=[C:4]([NH2:5])[NH:14][N:15]=1)[C:7]1[CH:12]=[CH:11][CH:10]=[CH:9][CH:8]=1. The yield is 0.600.